This data is from Catalyst prediction with 721,799 reactions and 888 catalyst types from USPTO. The task is: Predict which catalyst facilitates the given reaction. (1) Reactant: C(OC(=O)[NH:7][CH:8]1[CH2:13][CH2:12][CH2:11][N:10]([C:14]2[S:15][C:16]([NH:22][C:23]3[CH:28]=[CH:27][CH:26]=[CH:25][N:24]=3)=[C:17]([C:19](=[O:21])[NH2:20])[N:18]=2)[CH2:9]1)(C)(C)C.FC(F)(F)C(O)=O. Product: [NH2:7][C@@H:8]1[CH2:13][CH2:12][CH2:11][N:10]([C:14]2[S:15][C:16]([NH:22][C:23]3[CH:28]=[CH:27][CH:26]=[CH:25][N:24]=3)=[C:17]([C:19]([NH2:20])=[O:21])[N:18]=2)[CH2:9]1. The catalyst class is: 4. (2) Reactant: [C:1]([N:4]1[C:13]2[C:8](=[CH:9][C:10]([C:14]#[C:15][Si](C)(C)C)=[CH:11][CH:12]=2)[C@H:7]([NH:20][C:21]2[CH:28]=[CH:27][C:24]([C:25]#[N:26])=[CH:23][N:22]=2)[CH2:6][C@@H:5]1[CH3:29])(=[O:3])[CH3:2].[F-].C([N+](CCCC)(CCCC)CCCC)CCC. Product: [C:1]([N:4]1[C:13]2[C:8](=[CH:9][C:10]([C:14]#[CH:15])=[CH:11][CH:12]=2)[C@H:7]([NH:20][C:21]2[CH:28]=[CH:27][C:24]([C:25]#[N:26])=[CH:23][N:22]=2)[CH2:6][C@@H:5]1[CH3:29])(=[O:3])[CH3:2]. The catalyst class is: 1. (3) Reactant: [F:1][C:2]([F:43])([F:42])[C:3]([NH:5][C:6]1([C:11]2[CH:16]=[CH:15][C:14]([C:17]3[C:26]([C:27]4[CH:32]=[CH:31][CH:30]=[CH:29][CH:28]=4)=[CH:25][C:24]4[C:23]5=[N:33][N:34]=[C:35]([C:36]6[N:41]=[CH:40][CH:39]=[CH:38][N:37]=6)[N:22]5[CH:21]=[CH:20][C:19]=4[N:18]=3)=[CH:13][CH:12]=2)[CH2:9][C:8](=[CH2:10])[CH2:7]1)=[O:4]. Product: [F:43][C:2]([F:1])([F:42])[C:3]([NH:5][C:6]1([C:11]2[CH:12]=[CH:13][C:14]([C:17]3[C:26]([C:27]4[CH:32]=[CH:31][CH:30]=[CH:29][CH:28]=4)=[CH:25][C:24]4[C:23]5=[N:33][N:34]=[C:35]([C:36]6[N:41]=[CH:40][CH:39]=[CH:38][N:37]=6)[N:22]5[CH:21]=[CH:20][C:19]=4[N:18]=3)=[CH:15][CH:16]=2)[CH2:9][CH:8]([CH3:10])[CH2:7]1)=[O:4]. The catalyst class is: 354. (4) Reactant: [CH:1]1([PH:7][CH:8]2[CH2:13][CH2:12][CH2:11][CH2:10][CH2:9]2)[CH2:6][CH2:5][CH2:4][CH2:3][CH2:2]1.[Cl:14]C(Cl)(Cl)C(OCC)=O. Product: [CH:8]1([P:7]([CH:1]2[CH2:2][CH2:3][CH2:4][CH2:5][CH2:6]2)[Cl:14])[CH2:9][CH2:10][CH2:11][CH2:12][CH2:13]1. The catalyst class is: 1. (5) Reactant: [Br:1][C:2]1[CH:7]=[CH:6][CH:5]=[CH:4][C:3]=1[C:8]1[N:9]=[C:10]([NH:26]CC2C=CC(OC)=CC=2)[C:11]([C:24]#[N:25])=[N:12][C:13]=1[C:14]1[CH:19]=[CH:18][C:17](=[O:20])[N:16]([CH:21]([CH3:23])[CH3:22])[N:15]=1.BrC1C=CC=CC=1C1N=C(C#N)C(NCC2C=CC(OC)=CC=2)=NC=1C1C=CC(=O)N(C(C)C)N=1. Product: [NH2:26][C:10]1[C:11]([C:24]#[N:25])=[N:12][C:13]([C:14]2[CH:19]=[CH:18][C:17](=[O:20])[N:16]([CH:21]([CH3:23])[CH3:22])[N:15]=2)=[C:8]([C:3]2[CH:4]=[CH:5][CH:6]=[CH:7][C:2]=2[Br:1])[N:9]=1. The catalyst class is: 146.